Dataset: Forward reaction prediction with 1.9M reactions from USPTO patents (1976-2016). Task: Predict the product of the given reaction. (1) Given the reactants CCCCCC.C([Li])CCC.[O:12]1CCC[CH2:13]1.CCCCCC.Br[C:24]1[CH:31]=[CH:30][C:27]([C:28]#[N:29])=[C:26]([CH3:32])[CH:25]=1.[Cl-].[NH4+], predict the reaction product. The product is: [CH:13]([C:24]1[CH:31]=[CH:30][C:27]([C:28]#[N:29])=[C:26]([CH3:32])[CH:25]=1)=[O:12]. (2) Given the reactants [Cl:1][C:2]1[CH:3]=[C:4]([NH2:9])[C:5]([NH2:8])=[N:6][CH:7]=1.[N:10]1([CH2:16][CH2:17][O:18][C:19]2[CH:26]=[CH:25][C:22]([CH:23]=O)=[CH:21][CH:20]=2)[CH2:15][CH2:14][CH2:13][CH2:12][CH2:11]1, predict the reaction product. The product is: [Cl:1][C:2]1[CH:3]=[C:4]2[N:9]=[C:23]([C:22]3[CH:21]=[CH:20][C:19]([O:18][CH2:17][CH2:16][N:10]4[CH2:15][CH2:14][CH2:13][CH2:12][CH2:11]4)=[CH:26][CH:25]=3)[NH:8][C:5]2=[N:6][CH:7]=1. (3) Given the reactants [NH2:1][C:2]1[CH:7]=[CH:6][N:5]=[CH:4][C:3]=1[N:8]1[CH2:13][CH2:12][CH2:11][C@H:10]([NH:14][C:15](=[O:21])[O:16][C:17]([CH3:20])([CH3:19])[CH3:18])[CH2:9]1.[C:22](N1C=CN=C1)(N1C=CN=C1)=[S:23], predict the reaction product. The product is: [N:1]([C:2]1[CH:7]=[CH:6][N:5]=[CH:4][C:3]=1[N:8]1[CH2:13][CH2:12][CH2:11][C@H:10]([NH:14][C:15](=[O:21])[O:16][C:17]([CH3:18])([CH3:20])[CH3:19])[CH2:9]1)=[C:22]=[S:23]. (4) Given the reactants [C:1]([O:4][C@H:5]1[C@H:10]([NH2:11])[C@@H:9]([O:12][C:13](=[O:15])[CH3:14])[C@H:8]([O:16][C:17](=[O:19])[CH3:18])[C@@H:7]([CH2:20][O:21][C:22](=[O:24])[CH3:23])[O:6]1)(=[O:3])[CH3:2].[CH:25]1[C:37]2[CH:36]([CH2:38][O:39][C:40]([N:42]=[C:43]=[S:44])=[O:41])[C:35]3[C:30](=[CH:31][CH:32]=[CH:33][CH:34]=3)[C:29]=2[CH:28]=[CH:27][CH:26]=1.C(N(CC)CC)C, predict the reaction product. The product is: [C:1]([O:4][C@H:5]1[C@H:10]([NH:11][C:43]([NH:42][C:40]([O:39][CH2:38][CH:36]2[C:35]3[CH:34]=[CH:33][CH:32]=[CH:31][C:30]=3[C:29]3[C:37]2=[CH:25][CH:26]=[CH:27][CH:28]=3)=[O:41])=[S:44])[C@@H:9]([O:12][C:13](=[O:15])[CH3:14])[C@H:8]([O:16][C:17](=[O:19])[CH3:18])[C@@H:7]([CH2:20][O:21][C:22](=[O:24])[CH3:23])[O:6]1)(=[O:3])[CH3:2]. (5) The product is: [CH2:7]([C:9]([C:27]1[CH:32]=[CH:31][C:30]([OH:33])=[C:29]([CH3:34])[CH:28]=1)([C:12]1[CH:17]=[CH:16][C:15]([CH:18]=[CH:19][C:20]([CH2:21][CH3:22])([OH:23])[CH2:24][CH3:25])=[C:14]([CH3:26])[CH:13]=1)[CH2:10][CH3:11])[CH3:8]. Given the reactants [H-].[H-].[H-].[H-].[Li+].[Al+3].[CH2:7]([C:9]([C:27]1[CH:32]=[CH:31][C:30]([OH:33])=[C:29]([CH3:34])[CH:28]=1)([C:12]1[CH:17]=[CH:16][C:15]([C:18]#[C:19][C:20]([CH2:24][CH3:25])([OH:23])[CH2:21][CH3:22])=[C:14]([CH3:26])[CH:13]=1)[CH2:10][CH3:11])[CH3:8].O, predict the reaction product. (6) Given the reactants Cl[C:2]1[C:3]2[C:4](=[CH:16][N:17](CC3C=CC(OC)=CC=3)[N:18]=2)[N:5]=[C:6]([C:8]2[CH:13]=[CH:12][CH:11]=[CH:10][C:9]=2[O:14][CH3:15])[N:7]=1.[CH3:28][N:29]1[CH2:34][CH2:33][N:32]([C:35]2[CH:41]=[CH:40][C:38]([NH2:39])=[CH:37][CH:36]=2)[CH2:31][CH2:30]1.Cl, predict the reaction product. The product is: [CH3:15][O:14][C:9]1[CH:10]=[CH:11][CH:12]=[CH:13][C:8]=1[C:6]1[N:7]=[C:2]([NH:39][C:38]2[CH:37]=[CH:36][C:35]([N:32]3[CH2:31][CH2:30][N:29]([CH3:28])[CH2:34][CH2:33]3)=[CH:41][CH:40]=2)[C:3]2[NH:18][N:17]=[CH:16][C:4]=2[N:5]=1. (7) Given the reactants COC[O:4][C:5]1[CH:10]=[CH:9][C:8]([N:11]2[C:14]([CH3:16])([CH3:15])[C:13](=[O:17])[N:12]2[CH:18]2[CH:25]3[CH2:26][CH:21]4[CH2:22][CH:23]([CH2:27][CH:19]2[CH2:20]4)[CH2:24]3)=[CH:7][CH:6]=1.Cl.[Cl-].[NH4+], predict the reaction product. The product is: [CH3:15][C:14]1([CH3:16])[N:11]([C:8]2[CH:9]=[CH:10][C:5]([OH:4])=[CH:6][CH:7]=2)[N:12]([CH:18]2[CH:19]3[CH2:27][CH:23]4[CH2:22][CH:21]([CH2:26][CH:25]2[CH2:24]4)[CH2:20]3)[C:13]1=[O:17].